Predict the reactants needed to synthesize the given product. From a dataset of Full USPTO retrosynthesis dataset with 1.9M reactions from patents (1976-2016). (1) Given the product [Br:1][C:2]1[C:6]2[CH2:7][N:8]([C:11]([O:13][C:14]([CH3:17])([CH3:16])[CH3:15])=[O:12])[CH2:9][CH2:10][C:5]=2[N:4]([CH:29]2[CH2:34][CH2:33][O:32][CH2:31][CH2:30]2)[N:3]=1, predict the reactants needed to synthesize it. The reactants are: [Br:1][C:2]1[C:6]2[CH2:7][N:8]([C:11]([O:13][C:14]([CH3:17])([CH3:16])[CH3:15])=[O:12])[CH2:9][CH2:10][C:5]=2[NH:4][N:3]=1.C([O-])([O-])=O.[Cs+].[Cs+].CS(O[CH:29]1[CH2:34][CH2:33][O:32][CH2:31][CH2:30]1)(=O)=O. (2) The reactants are: [CH3:1][NH:2][C:3]1[CH:8]=[CH:7][C:6]([N+:9]([O-:11])=[O:10])=[CH:5][CH:4]=1.[H-].[Na+].Cl.Cl[CH2:16][C:17]1[CH:22]=[CH:21][N:20]=[CH:19][CH:18]=1.O. Given the product [CH3:1][N:2]([C:3]1[CH:4]=[CH:5][C:6]([N+:9]([O-:11])=[O:10])=[CH:7][CH:8]=1)[CH2:16][C:17]1[CH:22]=[CH:21][N:20]=[CH:19][CH:18]=1, predict the reactants needed to synthesize it. (3) Given the product [Br:1][C:2]1[CH:8]=[CH:7][C:5]([NH2:6])=[C:4]([NH2:9])[CH:3]=1, predict the reactants needed to synthesize it. The reactants are: [Br:1][C:2]1[CH:8]=[CH:7][C:5]([NH2:6])=[C:4]([N+:9]([O-])=O)[CH:3]=1.C(O)C.O.O.[Sn](Cl)(Cl)(Cl)Cl.C(=O)(O)[O-].[Na+].